This data is from Reaction yield outcomes from USPTO patents with 853,638 reactions. The task is: Predict the reaction yield, written as a fraction of the theoretical maximum amount of product (1.0 means a 100% yield; for example, 0.34 means a 34% yield). (1) The reactants are [F:1][C:2]1[C:3]([CH3:26])=[C:4]([C:8]2([C:22]([O:24][CH3:25])=[O:23])[CH2:13][CH:12]=[C:11](OS(C(F)(F)F)(=O)=O)[CH2:10][CH2:9]2)[CH:5]=[CH:6][CH:7]=1.[CH3:27][N:28]1[C:36]2[C:31](=[CH:32][CH:33]=[C:34](B(O)O)[CH:35]=2)[CH:30]=[N:29]1.C([O-])([O-])=O.[Cs+].[Cs+].C(Cl)(Cl)Cl. The catalyst is COCCOC. The product is [F:1][C:2]1[C:3]([CH3:26])=[C:4]([C:8]2([C:22]([O:24][CH3:25])=[O:23])[CH2:13][CH:12]=[C:11]([C:34]3[CH:35]=[C:36]4[C:31]([CH:30]=[N:29][N:28]4[CH3:27])=[CH:32][CH:33]=3)[CH2:10][CH2:9]2)[CH:5]=[CH:6][CH:7]=1. The yield is 0.880. (2) The yield is 0.370. The catalyst is C(Cl)Cl.CC(O)C. The reactants are Cl[C:2]1[N:7]=[C:6]([C:8]2[N:12]3[CH:13]=[CH:14][CH:15]=[CH:16][C:11]3=[N:10][C:9]=2[C:17]2[CH:18]=[C:19]([CH:31]=[CH:32][CH:33]=2)[C:20]([NH:22][C:23]2[C:28]([F:29])=[CH:27][CH:26]=[CH:25][C:24]=2[F:30])=[O:21])[CH:5]=[CH:4][N:3]=1.[CH3:34][O:35][C:36]1[CH:42]=[C:41]([CH2:43][CH2:44][N:45]2[CH2:50][CH2:49][N:48]([CH3:51])[CH2:47][CH2:46]2)[CH:40]=[CH:39][C:37]=1[NH2:38].C1(C)C=CC(S(O)(=O)=O)=CC=1.C[O-].[Na+]. The product is [F:30][C:24]1[CH:25]=[CH:26][CH:27]=[C:28]([F:29])[C:23]=1[NH:22][C:20](=[O:21])[C:19]1[CH:31]=[CH:32][CH:33]=[C:17]([C:9]2[N:10]=[C:11]3[CH:16]=[CH:15][CH:14]=[CH:13][N:12]3[C:8]=2[C:6]2[CH:5]=[CH:4][N:3]=[C:2]([NH:38][C:37]3[CH:39]=[CH:40][C:41]([CH2:43][CH2:44][N:45]4[CH2:46][CH2:47][N:48]([CH3:51])[CH2:49][CH2:50]4)=[CH:42][C:36]=3[O:35][CH3:34])[N:7]=2)[CH:18]=1. (3) The reactants are [C:1]([O:5][C:6](=[O:17])[CH2:7][CH:8]([NH2:16])[CH:9]([O:13][CH2:14][CH3:15])[O:10][CH2:11][CH3:12])([CH3:4])([CH3:3])[CH3:2].C(N1CCOCC1)C.CN(C)N1C=CC=CC1.[CH2:35]([O:42][C:43]1[CH:48]=[C:47]([N+:49]([O-:51])=[O:50])[CH:46]=[CH:45][C:44]=1[S:52](Cl)(=[O:54])=[O:53])[C:36]1[CH:41]=[CH:40][CH:39]=[CH:38][CH:37]=1. The catalyst is ClCCl. The product is [C:1]([O:5][C:6](=[O:17])[CH2:7][C@H:8]([NH:16][S:52]([C:44]1[CH:45]=[CH:46][C:47]([N+:49]([O-:51])=[O:50])=[CH:48][C:43]=1[O:42][CH2:35][C:36]1[CH:37]=[CH:38][CH:39]=[CH:40][CH:41]=1)(=[O:53])=[O:54])[CH:9]([O:13][CH2:14][CH3:15])[O:10][CH2:11][CH3:12])([CH3:2])([CH3:4])[CH3:3]. The yield is 0.700. (4) The reactants are [C:1]([NH:9][C:10]1[N:15]=[CH:14][C:13]([CH:16]([CH3:20])[C:17]([OH:19])=O)=[CH:12][CH:11]=1)(=[O:8])[C:2]1[CH:7]=[CH:6][CH:5]=[CH:4][CH:3]=1.ON1C2C=CC=CC=2N=N1.C(N=C=NCCCN(C)C)C.C(N(CC)CC)C.[Cl:49][C:50]1[CH:51]=[C:52]([N:56]2[C:60]([CH2:61][NH2:62])=[CH:59][C:58]([C:63]([F:66])([F:65])[F:64])=[N:57]2)[CH:53]=[CH:54][CH:55]=1. The catalyst is CN(C)C=O.O. The product is [Cl:49][C:50]1[CH:51]=[C:52]([N:56]2[C:60]([CH2:61][NH:62][C:17](=[O:19])[CH:16]([C:13]3[CH:12]=[CH:11][C:10]([NH:9][C:1](=[O:8])[C:2]4[CH:3]=[CH:4][CH:5]=[CH:6][CH:7]=4)=[N:15][CH:14]=3)[CH3:20])=[CH:59][C:58]([C:63]([F:64])([F:65])[F:66])=[N:57]2)[CH:53]=[CH:54][CH:55]=1. The yield is 0.800. (5) The reactants are C1(P(C2C=CC=CC=2)C2C=CC=CC=2)C=CC=CC=1.[N:20]([CH2:23][C@H:24]1[O:28][C:27](=[O:29])[N:26]([C:30]2[CH:35]=[CH:34][C:33]([C:36]([NH2:38])=[O:37])=[C:32]([F:39])[CH:31]=2)[CH2:25]1)=[N+]=[N-].O. The catalyst is C1COCC1. The product is [NH2:20][CH2:23][C@@H:24]1[O:28][C:27](=[O:29])[N:26]([C:30]2[CH:35]=[CH:34][C:33]([C:36]([NH2:38])=[O:37])=[C:32]([F:39])[CH:31]=2)[CH2:25]1. The yield is 0.690. (6) The reactants are [Br:1][C:2]1[CH:3]=[CH:4][C:5]([OH:10])=[C:6]([CH:9]=1)[C:7]#[N:8].C(=O)([O-])[O-].[K+].[K+].CS(O[CH2:22][CH2:23][C:24]([CH3:27])([CH3:26])[CH3:25])(=O)=O. The catalyst is CN(C=O)C. The product is [Br:1][C:2]1[CH:3]=[CH:4][C:5]([O:10][CH2:22][CH2:23][C:24]([CH3:27])([CH3:26])[CH3:25])=[C:6]([CH:9]=1)[C:7]#[N:8]. The yield is 0.690. (7) The reactants are [NH2:1][C:2]1[C:3]([NH:12][C:13](=O)[C:14]2[CH:19]=[CH:18][CH:17]=[CH:16][CH:15]=2)=[C:4]([CH:9]=[CH:10][CH:11]=1)[C:5]([O:7][CH3:8])=[O:6].C([O-])(O)=O.[Na+]. The catalyst is C(O)(=O)C. The product is [C:14]1([C:13]2[NH:12][C:3]3[C:4]([C:5]([O:7][CH3:8])=[O:6])=[CH:9][CH:10]=[CH:11][C:2]=3[N:1]=2)[CH:19]=[CH:18][CH:17]=[CH:16][CH:15]=1. The yield is 0.710. (8) The reactants are CN[C@@H]1CCCC[C@H]1NC.P([O-])([O-])([O-])=O.[K+].[K+].[K+].[CH:19]1([C:22]2[CH:27]=[CH:26][N:25]=[CH:24][C:23]=2[N:28]2[CH2:32][CH2:31][NH:30][C:29]2=[O:33])[CH2:21][CH2:20]1.[Cl:34][C:35]1[CH:40]=[C:39](I)[CH:38]=[CH:37][N:36]=1. The catalyst is C(Cl)(Cl)Cl.[Cu](I)I.CO.O1CCOCC1. The product is [Cl:34][C:35]1[CH:40]=[C:39]([N:30]2[CH2:31][CH2:32][N:28]([C:23]3[CH:24]=[N:25][CH:26]=[CH:27][C:22]=3[CH:19]3[CH2:21][CH2:20]3)[C:29]2=[O:33])[CH:38]=[CH:37][N:36]=1. The yield is 0.410. (9) The reactants are [NH2:1][C:2]1[CH:3]=[C:4]([CH:18]=[CH:19][C:20]=1[F:21])[O:5][C:6]1[N:11]=[CH:10][N:9]=[C:8]([NH:12][C:13]([CH:15]2[CH2:17][CH2:16]2)=[O:14])[CH:7]=1.[Cl:22][C:23]1[CH:28]=[CH:27][C:26]([N:29]=[C:30]=[O:31])=[CH:25][C:24]=1[C:32]([F:35])([F:34])[F:33]. The catalyst is C1COCC1.C(Cl)Cl. The product is [Cl:22][C:23]1[CH:28]=[CH:27][C:26]([NH:29][C:30]([NH:1][C:2]2[CH:3]=[C:4]([CH:18]=[CH:19][C:20]=2[F:21])[O:5][C:6]2[N:11]=[CH:10][N:9]=[C:8]([NH:12][C:13]([CH:15]3[CH2:17][CH2:16]3)=[O:14])[CH:7]=2)=[O:31])=[CH:25][C:24]=1[C:32]([F:33])([F:34])[F:35]. The yield is 0.770.